This data is from Reaction yield outcomes from USPTO patents with 853,638 reactions. The task is: Predict the reaction yield, written as a fraction of the theoretical maximum amount of product (1.0 means a 100% yield; for example, 0.34 means a 34% yield). (1) The yield is 0.660. The catalyst is CN(C)C=O. The reactants are [N:1]([C:4]1[CH:11]=[C:10]([CH3:12])[C:7]([C:8]#[N:9])=[C:6]([CH3:13])[N:5]=1)=[C:2]=S.C(N(CC)CC)C.Cl.Cl.[NH2:23][CH2:24][C:25]1([OH:33])[CH:30]2[CH2:31][CH2:32][N:27]([CH2:28][CH2:29]2)[CH2:26]1.C(N=C=NC(C)C)(C)C. The product is [N:27]12[CH2:32][CH2:31][CH:30]([CH2:29][CH2:28]1)[C@@:25]1([O:33][C:2]([NH:1][C:4]3[CH:11]=[C:10]([CH3:12])[C:7]([C:8]#[N:9])=[C:6]([CH3:13])[N:5]=3)=[N:23][CH2:24]1)[CH2:26]2. (2) The reactants are Cl[CH2:2][CH2:3][CH2:4][C:5]([O:7][CH2:8][CH3:9])=[O:6].[Cl:10][C:11]1[CH:30]=[CH:29][C:14]([NH:15][C:16]2[C:25]3[C:20](=[CH:21][C:22]([OH:28])=[C:23]([O:26][CH3:27])[CH:24]=3)[N:19]=[CH:18][N:17]=2)=[C:13]([F:31])[CH:12]=1.C(=O)([O-])[O-].[K+].[K+]. The catalyst is CN(C=O)C.C(Cl)Cl. The product is [Cl:10][C:11]1[CH:30]=[CH:29][C:14]([NH:15][C:16]2[C:25]3[C:20](=[CH:21][C:22]([O:28][CH2:2][CH2:3][CH2:4][C:5]([O:7][CH2:8][CH3:9])=[O:6])=[C:23]([O:26][CH3:27])[CH:24]=3)[N:19]=[CH:18][N:17]=2)=[C:13]([F:31])[CH:12]=1. The yield is 0.530. (3) The reactants are [CH3:1][O:2][C:3](=[O:16])[CH2:4][C:5]1[CH:10]=[CH:9][CH:8]=[C:7]([O:11][CH2:12][CH2:13][CH2:14]Br)[CH:6]=1.[Cl:17][C:18]1[C:34]([C:35]([F:38])([F:37])[F:36])=[CH:33][CH:32]=[CH:31][C:19]=1[CH2:20][NH:21][CH2:22][C@H:23]([C:25]1[CH:30]=[CH:29][CH:28]=[CH:27][CH:26]=1)[CH3:24].C(=O)([O-])[O-].[K+].[K+]. The catalyst is C(#N)C. The product is [CH3:1][O:2][C:3](=[O:16])[CH2:4][C:5]1[CH:10]=[CH:9][CH:8]=[C:7]([O:11][CH2:12][CH2:13][CH2:14][N:21]([CH2:20][C:19]2[CH:31]=[CH:32][CH:33]=[C:34]([C:35]([F:36])([F:37])[F:38])[C:18]=2[Cl:17])[CH2:22][C@H:23]([C:25]2[CH:26]=[CH:27][CH:28]=[CH:29][CH:30]=2)[CH3:24])[CH:6]=1. The yield is 0.670. (4) The reactants are [OH:1][C:2]1[CH:3]=[C:4]([CH2:9][C:10]#[N:11])[CH:5]=[CH:6][C:7]=1[CH3:8].C([O-])([O-])=O.[K+].[K+].Br[CH2:19][CH2:20][CH2:21][CH3:22]. The catalyst is CC(C)=O. The product is [CH2:19]([O:1][C:2]1[CH:3]=[C:4]([CH2:9][C:10]#[N:11])[CH:5]=[CH:6][C:7]=1[CH3:8])[CH2:20][CH2:21][CH3:22]. The yield is 0.610.